From a dataset of Catalyst prediction with 721,799 reactions and 888 catalyst types from USPTO. Predict which catalyst facilitates the given reaction. (1) Reactant: [Br:1][C:2]1[C:10]2[N:9]=[C:8]([CH3:11])[NH:7][C:6]=2[CH:5]=[C:4]([N:12]2[CH2:17][CH2:16][O:15][CH2:14][CH2:13]2)[CH:3]=1.Br[CH2:19][C:20]1[CH:25]=[CH:24][CH:23]=[CH:22][C:21]=1[Cl:26].C(=O)([O-])[O-].[K+].[K+].O. Product: [Br:1][C:2]1[C:10]2[N:9]=[C:8]([CH3:11])[N:7]([CH2:19][C:20]3[CH:25]=[CH:24][CH:23]=[CH:22][C:21]=3[Cl:26])[C:6]=2[CH:5]=[C:4]([N:12]2[CH2:17][CH2:16][O:15][CH2:14][CH2:13]2)[CH:3]=1. The catalyst class is: 9. (2) Reactant: C([O:3][C:4]([C:6]1[NH:7][C:8]([CH:18]=[C:19]2[C:27]3[C:22](=[CH:23][CH:24]=[CH:25][CH:26]=3)[NH:21][C:20]2=[O:28])=[C:9]([CH2:12][CH2:13][C:14]([O:16]C)=[O:15])[C:10]=1[CH3:11])=[O:5])C.[OH-].[K+].C(O)C.O. Product: [C:14]([CH2:13][CH2:12][C:9]1[C:10]([CH3:11])=[C:6]([C:4]([OH:5])=[O:3])[NH:7][C:8]=1[CH:18]=[C:19]1[C:27]2[C:22](=[CH:23][CH:24]=[CH:25][CH:26]=2)[NH:21][C:20]1=[O:28])([OH:16])=[O:15]. The catalyst class is: 15. (3) Reactant: Cl[C:2]1[C:11]2=[N:12][N:13](CC3C=CC(OC)=CC=3)[C:14]([C:15]([F:18])([F:17])[F:16])=[C:10]2[C:9]2[CH:8]=[CH:7][CH:6]=[CH:5][C:4]=2[N:3]=1.[CH3:28][N:29]1[CH2:34][CH2:33][N:32]([C:35]2[CH:41]=[CH:40][C:38]([NH2:39])=[CH:37][CH:36]=2)[CH2:31][CH2:30]1.Cl. Product: [CH3:28][N:29]1[CH2:30][CH2:31][N:32]([C:35]2[CH:41]=[CH:40][C:38]([NH:39][C:2]3[C:11]4=[N:12][NH:13][C:14]([C:15]([F:17])([F:18])[F:16])=[C:10]4[C:9]4[CH:8]=[CH:7][CH:6]=[CH:5][C:4]=4[N:3]=3)=[CH:37][CH:36]=2)[CH2:33][CH2:34]1. The catalyst class is: 71.